Dataset: Full USPTO retrosynthesis dataset with 1.9M reactions from patents (1976-2016). Task: Predict the reactants needed to synthesize the given product. Given the product [Cl:1][C:2]1[CH:6]=[N:5][N:4]([CH3:7])[C:3]=1[C:8]1[CH:9]=[C:10]([NH:22][C:28](=[O:29])[C:27]2[CH:31]=[CH:32][C:24]([F:23])=[C:25]([CH3:33])[CH:26]=2)[CH:11]=[CH:12][C:13]=1[O:14][CH:15]1[CH2:20][CH2:19][N:18]([CH3:21])[CH2:17][CH2:16]1, predict the reactants needed to synthesize it. The reactants are: [Cl:1][C:2]1[CH:6]=[N:5][N:4]([CH3:7])[C:3]=1[C:8]1[CH:9]=[C:10]([NH2:22])[CH:11]=[CH:12][C:13]=1[O:14][CH:15]1[CH2:20][CH2:19][N:18]([CH3:21])[CH2:17][CH2:16]1.[F:23][C:24]1[CH:32]=[CH:31][C:27]([C:28](Cl)=[O:29])=[CH:26][C:25]=1[CH3:33].C(N(CC)CC)C.